This data is from Choline transporter screen with 302,306 compounds. The task is: Binary Classification. Given a drug SMILES string, predict its activity (active/inactive) in a high-throughput screening assay against a specified biological target. (1) The molecule is O=c1n2[nH]c(c(c2nc(c1CC)C)c1c(OC)cccc1)C. The result is 0 (inactive). (2) The compound is o1c(CN2C(=O)c3c(C2=O)ccc(c3)C(=O)NCC(C)C)ccc1. The result is 0 (inactive). (3) The molecule is O=C(NCC(OC)=O)C1N(CCC1)C(=O)CNC(OC(C)(C)C)=O. The result is 0 (inactive).